Task: Predict the reaction yield, written as a fraction of the theoretical maximum amount of product (1.0 means a 100% yield; for example, 0.34 means a 34% yield).. Dataset: Reaction yield outcomes from USPTO patents with 853,638 reactions (1) The reactants are [CH2:1]([NH:8][C:9]([N:11]1[CH:16]2[C@H:17]([CH3:41])[N:18]([CH2:30][C:31]3[CH:32]=[CH:33][CH:34]=[C:35]4[C:40]=3[N:39]=[CH:38][CH:37]=[CH:36]4)[C:19](=[O:29])[C@H:20]([CH2:21][C:22]3[CH:27]=[CH:26][C:25]([OH:28])=[CH:24][CH:23]=3)[N:15]2[C:14](=[O:42])[CH2:13][N:12]1[CH3:43])=[O:10])[C:2]1[CH:7]=[CH:6][CH:5]=[CH:4][CH:3]=1.C1COCC1.[C:49](Cl)(=[O:62])[CH2:50][CH2:51][CH2:52][CH2:53][CH2:54][CH2:55][CH2:56][CH2:57][CH2:58][CH2:59][CH2:60][CH3:61].C(N(CC)CC)C. The catalyst is C(OCC)(=O)C. The product is [C:49]([O:28][C:25]1[CH:24]=[CH:23][C:22]([CH2:21][C@@H:20]2[N:15]3[CH:16]([N:11]([C:9](=[O:10])[NH:8][CH2:1][C:2]4[CH:3]=[CH:4][CH:5]=[CH:6][CH:7]=4)[N:12]([CH3:43])[CH2:13][C:14]3=[O:42])[C@H:17]([CH3:41])[N:18]([CH2:30][C:31]3[CH:32]=[CH:33][CH:34]=[C:35]4[C:40]=3[N:39]=[CH:38][CH:37]=[CH:36]4)[C:19]2=[O:29])=[CH:27][CH:26]=1)(=[O:62])[CH2:50][CH2:51][CH2:52][CH2:53][CH2:54][CH2:55][CH2:56][CH2:57][CH2:58][CH2:59][CH2:60][CH3:61]. The yield is 0.900. (2) The reactants are [CH3:1][O:2][C:3]1[CH:8]=[CH:7][CH:6]=[CH:5][C:4]=1[CH2:9][C:10]([OH:12])=O.C(Cl)(=O)C(Cl)=O.[NH2:19][C:20](=[N:26]O)[C:21]([O:23][CH2:24][CH3:25])=[O:22].C(N(CC)C(C)C)(C)C. The catalyst is ClCCl.N1C=CC=CC=1.CN(C=O)C. The product is [CH3:1][O:2][C:3]1[CH:8]=[CH:7][CH:6]=[CH:5][C:4]=1[CH2:9][C:10]1[O:12][N:26]=[C:20]([C:21]([O:23][CH2:24][CH3:25])=[O:22])[N:19]=1. The yield is 0.120. (3) The reactants are [C:1]1([C:17]2[CH:22]=[CH:21][CH:20]=[CH:19][CH:18]=2)[CH:6]=[CH:5][C:4]([CH:7]([NH:15][CH3:16])[CH2:8][N:9]2[CH2:14][CH2:13][O:12][CH2:11][CH2:10]2)=[CH:3][CH:2]=1.[CH2:23]([O:25][C:26]([C:28]1[CH:29]=[CH:30][C:31]2[O:36][CH2:35][C:34](=[O:37])[N:33]([CH2:38][C:39]([OH:41])=O)[C:32]=2[CH:42]=1)=[O:27])[CH3:24].C(N(CC)CC)C.F[P-](F)(F)(F)(F)F.N1(O[P+](N(C)C)(N(C)C)N(C)C)C2C=CC=CC=2N=N1.FC(F)(F)C(O)=O. The catalyst is C(Cl)Cl.CC#N.O. The product is [C:1]1([C:17]2[CH:22]=[CH:21][CH:20]=[CH:19][CH:18]=2)[CH:2]=[CH:3][C:4]([CH:7]([N:15]([CH3:16])[C:39](=[O:41])[CH2:38][N:33]2[C:32]3[CH:42]=[C:28]([C:26]([O:25][CH2:23][CH3:24])=[O:27])[CH:29]=[CH:30][C:31]=3[O:36][CH2:35][C:34]2=[O:37])[CH2:8][N:9]2[CH2:10][CH2:11][O:12][CH2:13][CH2:14]2)=[CH:5][CH:6]=1. The yield is 0.430.